The task is: Predict the product of the given reaction.. This data is from Forward reaction prediction with 1.9M reactions from USPTO patents (1976-2016). (1) Given the reactants [CH:1]1([NH:6][C:7]2[C:12]([CH:13]=O)=[CH:11][N:10]=[C:9]([S:15][CH3:16])[N:8]=2)[CH2:5][CH2:4][CH2:3][CH2:2]1.CNC1C(C=[CH:26][N+:27]([O-:29])=[O:28])=CN=C(SC)N=1, predict the reaction product. The product is: [CH:1]1([NH:6][C:7]2[C:12]([CH:13]=[CH:26][N+:27]([O-:29])=[O:28])=[CH:11][N:10]=[C:9]([S:15][CH3:16])[N:8]=2)[CH2:5][CH2:4][CH2:3][CH2:2]1. (2) Given the reactants [Cl:1][C:2]1[C:11]2[C:6](=[CH:7][CH:8]=[CH:9][CH:10]=2)[C:5](=[N:12][NH:13][C:14](=O)[C:15]2[CH:20]=[CH:19][CH:18]=[CH:17][CH:16]=2)[NH:4][N:3]=1.Cl.C(N([CH2:28][CH3:29])CC)C.[OH2:30], predict the reaction product. The product is: [Cl:1][C:2]1[C:11]2[C:6](=[CH:7][CH:8]=[CH:9][CH:10]=2)[C:5]2=[N:12][N:13]=[C:14]([C:15]3[CH:20]=[CH:19][CH:18]=[C:17]([O:30][C:29]4[CH:28]=[CH:8][CH:7]=[CH:6][CH:5]=4)[CH:16]=3)[N:4]2[N:3]=1. (3) Given the reactants [OH:1][C:2]1[CH:3]=[C:4]([CH:7]=[CH:8][C:9]=1[OH:10])[CH:5]=[O:6].[H-].[Na+].I[CH2:14][CH2:15][CH3:16], predict the reaction product. The product is: [OH:10][C:9]1[CH:8]=[CH:7][C:4]([CH:5]=[O:6])=[CH:3][C:2]=1[O:1][CH2:14][CH2:15][CH3:16].